This data is from Full USPTO retrosynthesis dataset with 1.9M reactions from patents (1976-2016). The task is: Predict the reactants needed to synthesize the given product. (1) The reactants are: [Cl:1][C:2]1[CH:3]=[N:4][CH:5]=[C:6]([Cl:20])[C:7]=1[S:8][C:9]1[S:13][C:12]([C:14]([OH:16])=O)=[CH:11][C:10]=1[N+:17]([O-:19])=[O:18].[CH2:21]([NH2:28])[C:22]1[CH:27]=[CH:26][CH:25]=[CH:24][CH:23]=1. Given the product [CH2:21]([NH:28][C:14]([C:12]1[S:13][C:9]([S:8][C:7]2[C:6]([Cl:20])=[CH:5][N:4]=[CH:3][C:2]=2[Cl:1])=[C:10]([N+:17]([O-:19])=[O:18])[CH:11]=1)=[O:16])[C:22]1[CH:27]=[CH:26][CH:25]=[CH:24][CH:23]=1, predict the reactants needed to synthesize it. (2) Given the product [NH2:6][C:4]([NH:3]/[N:2]=[C:9](\[CH3:11])/[CH2:8][C:7]([O:13][CH3:14])=[O:12])=[O:5], predict the reactants needed to synthesize it. The reactants are: Cl.[NH2:2][NH:3][C:4]([NH2:6])=[O:5].[C:7]([O:13][CH3:14])(=[O:12])[CH2:8][C:9]([CH3:11])=O.C([O-])(=O)C.[K+]. (3) The reactants are: Cl[C:2]1[C:11]2[N:10]=[CH:9][CH:8]=[CH:7][C:6]=2[C:5]2[CH:12]=[CH:13][C:14]([Cl:16])=[CH:15][C:4]=2[N:3]=1.[CH3:17][N:18]1[CH2:23][CH2:22][NH:21][CH2:20][CH2:19]1.C([O-])(O)=O.[Na+]. Given the product [Cl:16][C:14]1[CH:13]=[CH:12][C:5]2[C:6]3[CH:7]=[CH:8][CH:9]=[N:10][C:11]=3[C:2]([N:21]3[CH2:22][CH2:23][N:18]([CH3:17])[CH2:19][CH2:20]3)=[N:3][C:4]=2[CH:15]=1, predict the reactants needed to synthesize it. (4) Given the product [N:25]1([C:22]2[CH:23]=[CH:24][C:19]([CH2:18][N:13]3[CH:14]=[C:15]4[C:16](=[O:17])[N:8]([C:7]5[CH:6]=[CH:5][N:4]=[CH:3][CH:2]=5)[N:9]=[C:10]4[C:11]4[S:32][CH:31]=[CH:30][C:12]3=4)=[CH:20][CH:21]=2)[CH:29]=[CH:28][CH:27]=[N:26]1, predict the reactants needed to synthesize it. The reactants are: Cl[C:2]1[CH:3]=[N:4][CH:5]=[C:6](Cl)[C:7]=1[N:8]1[C:16](=[O:17])[C:15]2[C:10]([C:11]3[S:32][CH:31]=[CH:30][C:12]=3[N:13]([CH2:18][C:19]3[CH:24]=[CH:23][C:22]([N:25]4[CH:29]=[CH:28][CH:27]=[N:26]4)=[CH:21][CH:20]=3)[CH:14]=2)=[N:9]1.C([O-])=O.[NH4+]. (5) Given the product [CH3:42][O:43][CH2:44][C:45]1[S:49][C:48]([CH2:50][N:51]2[N:55]=[C:54]([NH:56][C:9]([C:7]3[N:8]=[C:4]([CH3:3])[O:5][C:6]=3[C:12]3[CH:13]=[C:14]([CH3:18])[CH:15]=[CH:16][CH:17]=3)=[O:11])[CH:53]=[N:52]2)=[N:47][CH:46]=1, predict the reactants needed to synthesize it. The reactants are: N#N.[CH3:3][C:4]1[O:5][C:6]([C:12]2[CH:13]=[C:14]([CH3:18])[CH:15]=[CH:16][CH:17]=2)=[C:7]([C:9]([OH:11])=O)[N:8]=1.C1C=CC2N(O)N=NC=2C=1.C(Cl)CCl.CCN(C(C)C)C(C)C.[CH3:42][O:43][CH2:44][C:45]1[S:49][C:48]([CH2:50][N:51]2[N:55]=[C:54]([NH2:56])[CH:53]=[N:52]2)=[N:47][CH:46]=1. (6) The reactants are: [CH3:1][C:2]1([CH3:35])[C:6]([CH3:8])([CH3:7])[O:5][B:4]([C:9]2[CH:10]=[C:11]3[C:32](=[CH:33][CH:34]=2)[C:15]2[NH:16][C:17]([C@@H:19]4[CH2:24][C@@H:23]5[C@@H:21]([CH2:22]5)[N:20]4[C:25]([O:27]C(C)(C)C)=O)=[N:18][C:14]=2[CH:13]=[CH:12]3)[O:3]1.Cl.[CH3:37][O:38][C:39]([NH:41][C@@H:42]([CH:46]([CH3:48])[CH3:47])C(O)=O)=[O:40].CN(C(ON1N=NC2C=CC=NC1=2)=[N+](C)C)C.F[P-](F)(F)(F)(F)F.CCN(C(C)C)C(C)C. Given the product [CH3:47][CH:46]([CH3:48])[C@H:42]([NH:41][C:39](=[O:40])[O:38][CH3:37])[C:25](=[O:27])[N:20]1[C@H:19]([C:17]2[NH:16][C:15]3[C:32]4[C:11]([CH:12]=[CH:13][C:14]=3[N:18]=2)=[CH:10][C:9]([B:4]2[O:3][C:2]([CH3:1])([CH3:35])[C:6]([CH3:7])([CH3:8])[O:5]2)=[CH:34][CH:33]=4)[CH2:24][C@@H:23]2[C@H:21]1[CH2:22]2, predict the reactants needed to synthesize it. (7) The reactants are: [CH2:1]([CH:3]1[N:12]2[C:7](=[CH:8][C:9](=[O:18])[C:10]([C:13]([O:15][CH2:16][CH3:17])=[O:14])=[CH:11]2)[C:6]2[CH:19]=[C:20]([O:24][CH3:25])[C:21]([OH:23])=[CH:22][C:5]=2[CH2:4]1)[CH3:2].Br[CH2:27][CH2:28][N:29]1[C:33](=[O:34])[CH2:32][CH2:31][C:30]1=[O:35].C([O-])([O-])=O.[K+].[K+]. Given the product [O:35]=[C:30]1[CH2:31][CH2:32][C:33](=[O:34])[N:29]1[CH2:28][CH2:27][O:23][C:21]1[C:20]([O:24][CH3:25])=[CH:19][C:6]2[C:7]3[N:12]([CH:3]([CH2:1][CH3:2])[CH2:4][C:5]=2[CH:22]=1)[CH:11]=[C:10]([C:13]([O:15][CH2:16][CH3:17])=[O:14])[C:9](=[O:18])[CH:8]=3, predict the reactants needed to synthesize it. (8) The reactants are: [CH3:1][CH2:2][O:3][C:4]([C@H:6]1[CH2:10][CH2:9][C:8](=[O:11])[N:7]1[C:12]([O:14][C:15]([CH3:18])([CH3:17])[CH3:16])=[O:13])=[O:5].[F:19][C:20]1[CH:21]=[C:22]([Mg]Br)[CH:23]=[C:24]([F:27])[C:25]=1[F:26].[Cl-].[NH4+].C(OCC)(=O)C. Given the product [C:15]([O:14][C:12]([NH:7][C@H:6]([CH2:10][CH2:9][C:8](=[O:11])[C:22]1[CH:21]=[C:20]([F:19])[C:25]([F:26])=[C:24]([F:27])[CH:23]=1)[C:4]([O:3][CH2:2][CH3:1])=[O:5])=[O:13])([CH3:18])([CH3:17])[CH3:16], predict the reactants needed to synthesize it. (9) The reactants are: Cl[C:2]1[C:3]([N+:9]([O-:11])=[O:10])=[C:4]([CH:6]=[CH:7][CH:8]=1)[NH2:5].C(=O)([O-])[O-].[K+].[K+].[CH3:18][C:19]1[N:20]=[CH:21][NH:22][CH:23]=1. Given the product [CH3:18][C:19]1[N:20]=[CH:21][N:22]([C:2]2[C:3]([N+:9]([O-:11])=[O:10])=[C:4]([NH2:5])[CH:6]=[CH:7][CH:8]=2)[CH:23]=1, predict the reactants needed to synthesize it.